Dataset: CYP1A2 inhibition data for predicting drug metabolism from PubChem BioAssay. Task: Regression/Classification. Given a drug SMILES string, predict its absorption, distribution, metabolism, or excretion properties. Task type varies by dataset: regression for continuous measurements (e.g., permeability, clearance, half-life) or binary classification for categorical outcomes (e.g., BBB penetration, CYP inhibition). Dataset: cyp1a2_veith. The compound is COc1ccc(C2=NOC(C(=O)N3CCCc4ccccc43)C2)cc1. The result is 1 (inhibitor).